From a dataset of Forward reaction prediction with 1.9M reactions from USPTO patents (1976-2016). Predict the product of the given reaction. (1) Given the reactants [Cl:1][C:2]1[CH:3]=[C:4]2[C:9](=[C:10]([Cl:12])[CH:11]=1)[CH2:8][N:7]([CH3:13])[CH2:6][CH:5]2[C:14]1[CH:15]=[CH:16][C:17](O)=[C:18]([CH:24]=1)[C:19]([O:21][CH2:22][CH3:23])=[O:20].ClC1C=C(Cl)C=CC=1CN(C)CC(C1C=CC=CC=1NC(=O)C)O.Cl.[N+](C1C=CC(OC(=O)NC2C=CC=C(C3C4C(=C(Cl)C=C(Cl)C=4)CN(C)C3)C=2)=CC=1)([O-])=O, predict the reaction product. The product is: [CH2:22]([O:21][C:19](=[O:20])[C:18]1[CH:17]=[CH:16][CH:15]=[C:14]([CH:5]2[C:4]3[C:9](=[C:10]([Cl:12])[CH:11]=[C:2]([Cl:1])[CH:3]=3)[CH2:8][N:7]([CH3:13])[CH2:6]2)[CH:24]=1)[CH3:23]. (2) The product is: [CH3:22][C@H:20]1[NH:21][C:32](=[O:34])[N:18]([C:15]2[CH:16]=[CH:17][C:12]([O:11][C:7]3[C:6]4[C:2]([CH3:1])=[N:3][O:4][C:5]=4[CH:10]=[CH:9][CH:8]=3)=[CH:13][CH:14]=2)[C:19]1=[O:23]. Given the reactants [CH3:1][C:2]1[C:6]2[C:7]([O:11][C:12]3[CH:17]=[CH:16][C:15]([NH:18][C:19](=[O:23])[C@@H:20]([CH3:22])[NH2:21])=[CH:14][CH:13]=3)=[CH:8][CH:9]=[CH:10][C:5]=2[O:4][N:3]=1.C(N(CC)CC)C.Cl[C:32](Cl)([O:34]C(=O)OC(Cl)(Cl)Cl)Cl, predict the reaction product. (3) Given the reactants [CH3:1][O:2][C:3]1[CH:4]=[C:5]2[C:10](=[CH:11][C:12]=1[O:13][CH3:14])[N:9]=[CH:8][N:7]=[C:6]2[O:15][C:16]1[CH:22]=[CH:21][C:19]([NH2:20])=[CH:18][CH:17]=1.ClC(Cl)(O[C:27](=[O:33])OC(Cl)(Cl)Cl)Cl.[NH2:35][CH:36]1[CH2:41][C:40]([CH3:43])([CH3:42])[NH:39][C:38]([CH3:45])([CH3:44])[CH2:37]1.C(=O)([O-])O.[Na+], predict the reaction product. The product is: [CH3:1][O:2][C:3]1[CH:4]=[C:5]2[C:10](=[CH:11][C:12]=1[O:13][CH3:14])[N:9]=[CH:8][N:7]=[C:6]2[O:15][C:16]1[CH:22]=[CH:21][C:19]([NH:20][C:27]([NH:35][CH:36]2[CH2:37][C:38]([CH3:45])([CH3:44])[NH:39][C:40]([CH3:43])([CH3:42])[CH2:41]2)=[O:33])=[CH:18][CH:17]=1. (4) Given the reactants [CH3:1][O:2][C:3]1[CH:17]=[C:16]([O:18][CH3:19])[CH:15]=[CH:14][C:4]=1[CH2:5][N:6]1[C:10](=[O:11])[CH2:9][NH:8][S:7]1(=[O:13])=[O:12].[CH3:20][O:21][C:22]([C:24]1[CH:25]=[C:26](B(O)O)[CH:27]=[CH:28][CH:29]=1)=[O:23], predict the reaction product. The product is: [CH3:20][O:21][C:22](=[O:23])[C:24]1[CH:25]=[CH:26][CH:27]=[C:28]([N:8]2[CH2:9][C:10](=[O:11])[N:6]([CH2:5][C:4]3[CH:14]=[CH:15][C:16]([O:18][CH3:19])=[CH:17][C:3]=3[O:2][CH3:1])[S:7]2(=[O:13])=[O:12])[CH:29]=1. (5) Given the reactants [NH2:1][C:2]1[CH:20]=[CH:19][C:5]([O:6][C:7]2[C:12]3[NH:13][C:14](=[O:18])[C:15](=[O:17])[NH:16][C:11]=3[N:10]=[CH:9][CH:8]=2)=[CH:4][C:3]=1[F:21].[F:22][C:23]1[CH:28]=[CH:27][C:26]([C:29]([F:32])([F:31])[F:30])=[CH:25][C:24]=1[N:33]=[C:34]=[O:35], predict the reaction product. The product is: [O:18]=[C:14]1[NH:13][C:12]2[C:7]([O:6][C:5]3[CH:19]=[CH:20][C:2]([NH:1][C:34]([NH:33][C:24]4[CH:25]=[C:26]([C:29]([F:30])([F:32])[F:31])[CH:27]=[CH:28][C:23]=4[F:22])=[O:35])=[C:3]([F:21])[CH:4]=3)=[CH:8][CH:9]=[N:10][C:11]=2[NH:16][C:15]1=[O:17]. (6) Given the reactants Cl.[CH3:2][NH:3][CH3:4].C1C=CC2N(O)N=NC=2C=1.CCN=C=NCCCN(C)C.Cl.[F:27][C:28]1[CH:29]=[C:30]([C:35](=[O:63])[C:36](=[C:54]2[NH:58][C:57]3[CH:59]=[CH:60][CH:61]=[CH:62][C:56]=3[NH:55]2)[C:37]([C:39]2[CH:40]=[C:41]([S:45]([NH:48][C:49](=[NH:53])[C:50]([OH:52])=O)(=[O:47])=[O:46])[CH:42]=[CH:43][CH:44]=2)=[O:38])[CH:31]=[C:32]([F:34])[CH:33]=1, predict the reaction product. The product is: [F:34][C:32]1[CH:31]=[C:30]([C:35](=[O:63])[C:36](=[C:54]2[NH:58][C:57]3[CH:59]=[CH:60][CH:61]=[CH:62][C:56]=3[NH:55]2)[C:37]([C:39]2[CH:40]=[C:41]([S:45]([NH:48][C:49](=[NH:53])[C:50]([N:3]([CH3:4])[CH3:2])=[O:52])(=[O:46])=[O:47])[CH:42]=[CH:43][CH:44]=2)=[O:38])[CH:29]=[C:28]([F:27])[CH:33]=1. (7) Given the reactants [O:1]1[C:5]2[CH:6]=[CH:7][CH:8]=[CH:9][C:4]=2[N:3]=[C:2]1[C:10]1[CH:15]=[CH:14][N:13]=[C:12]([NH2:16])[CH:11]=1.[CH2:17]1[O:25][C:24]2[CH:23]=[CH:22][C:21]([N:26]=[C:27]=[O:28])=[CH:20][C:19]=2[O:18]1, predict the reaction product. The product is: [O:25]1[C:24]2[CH:23]=[CH:22][C:21]([NH:26][C:27]([NH:16][C:12]3[CH:11]=[C:10]([C:2]4[O:1][C:5]5[CH:6]=[CH:7][CH:8]=[CH:9][C:4]=5[N:3]=4)[CH:15]=[CH:14][N:13]=3)=[O:28])=[CH:20][C:19]=2[O:18][CH2:17]1. (8) The product is: [F:10][C:11]1[CH:12]=[C:13]([C:2]2[C:3]([NH2:9])=[N:4][CH:5]=[C:6]([CH3:8])[CH:7]=2)[CH:14]=[CH:15][C:16]=1[F:17]. Given the reactants Br[C:2]1[C:3]([NH2:9])=[N:4][CH:5]=[C:6]([CH3:8])[CH:7]=1.[F:10][C:11]1[CH:12]=[C:13](B(O)O)[CH:14]=[CH:15][C:16]=1[F:17], predict the reaction product. (9) Given the reactants Cl[C:2]1[CH:3]=[C:4]2[C:8](=[CH:9][CH:10]=1)[N:7]([CH:11]([C:18]1[CH:23]=[CH:22][CH:21]=[CH:20][CH:19]=1)[C:12]1[CH:17]=[CH:16][CH:15]=[CH:14][CH:13]=1)[C:6](CCNS(CC1C(Br)=CC=CC=1Br)(=O)=O)=[C:5]2CCCC1C=CC(C(O)=O)=CC=1.[H-].[Na+].C(Br)(C1C=CC=CC=1)C1C=CC=CC=1.O, predict the reaction product. The product is: [CH:11]([N:7]1[C:8]2[C:4](=[CH:3][CH:2]=[CH:10][CH:9]=2)[CH:5]=[CH:6]1)([C:18]1[CH:23]=[CH:22][CH:21]=[CH:20][CH:19]=1)[C:12]1[CH:13]=[CH:14][CH:15]=[CH:16][CH:17]=1. (10) Given the reactants F[C:2]1[CH:3]=[CH:4][C:5]([N+:18]([O-:20])=[O:19])=[C:6]([CH:17]=1)[C:7]([NH:9][CH2:10][C:11]([NH:13][CH:14]([CH3:16])[CH3:15])=[O:12])=[O:8].C(=O)([O-])[O-].[K+].[K+].Cl.Cl.[N:29]12[CH2:37][CH2:36][CH:33]([CH2:34][CH2:35]1)[NH:32][CH2:31][CH2:30]2, predict the reaction product. The product is: [N:29]12[CH2:37][CH2:36][CH:33]([CH2:34][CH2:35]1)[N:32]([C:2]1[CH:3]=[CH:4][C:5]([N+:18]([O-:20])=[O:19])=[C:6]([CH:17]=1)[C:7]([NH:9][CH2:10][C:11]([NH:13][CH:14]([CH3:16])[CH3:15])=[O:12])=[O:8])[CH2:31][CH2:30]2.